Dataset: Experimentally validated miRNA-target interactions with 360,000+ pairs, plus equal number of negative samples. Task: Binary Classification. Given a miRNA mature sequence and a target amino acid sequence, predict their likelihood of interaction. (1) The miRNA is hsa-miR-330-3p with sequence GCAAAGCACACGGCCUGCAGAGA. The protein sequence of the target gene is MKGSRIELGDVTPHNIKQLKRLNQVIFPVSYNDKFYKDVLEVGELAKLAYFNDIAVGAVCCRVDHSQNQKRLYIMTLGCLAPYRRLGIGTKMLNHVLNICEKDGTFDNIYLHVQISNESAIDFYRKFGFEIIETKKNYYKRIEPADAHVLQKNLKVPSGQNADVQKTDN. Result: 1 (interaction). (2) The miRNA is mmu-miR-3473a with sequence UGGAGAGAUGGCUCAGCA. The protein sequence of the target gene is MSHARDDHQGASQGSQWLSQARTLVQEGTLFNFIRCLLLFQGDSGQKEMTPGKKIPIFVDGVVLNGPQTDVKAGEKFVEEACRLIMEEVVLKATDVNEKVCEWQPPEQLRQLLDLEMRDTGESQDKLLKLCQDVIHFSVKTNHPRFFNQLYAGLDYYSLAARIITEALNPSIYTYEVSPVFLLVEEAVLKKMIECVGWKEGDGIFNPGGSVSNMCAMNLARYRHCPDIKEKGLSGLPRLILFTSAECHYSMKKAASFLGIGTQNVYFVETDGRGKMIPEDLEKQIWQARQEGAVPFLVCA.... Result: 1 (interaction). (3) The miRNA is hsa-miR-1237-5p with sequence CGGGGGCGGGGCCGAAGCGCG. The protein sequence of the target gene is MVALSLKISIGNVVKTMQFEPSTMVYDACRIIRERIPEAPAGPPSDFGLFLSDDDPKKGIWLEAGKALDYYMLRNGDTMEYRKKQRPLKIRMLDGTVKTIMVDDSKTVTDMLMTICARIGITNHDEYSLVRELMEEKKEEITGTLRKDKTLLRDEKKMEKLKQKLHTDDELNWLDHGRTLREQGVEEHETLLLRRKFFYSDQNVDSRDPVQLNLLYVQARDDILNGSHPVSFDKACEFAGFQCQIQFGPHNEQKHKAGFLDLKDFLPKEYVKQKGERKIFQAHKNCGQMSEIEAKVRYVK.... Result: 0 (no interaction).